This data is from Acute oral toxicity (LD50) regression data from Zhu et al.. The task is: Regression/Classification. Given a drug SMILES string, predict its toxicity properties. Task type varies by dataset: regression for continuous values (e.g., LD50, hERG inhibition percentage) or binary classification for toxic/non-toxic outcomes (e.g., AMES mutagenicity, cardiotoxicity, hepatotoxicity). Dataset: ld50_zhu. (1) The drug is CCOP(=S)(OCC)SCSC(C)C. The rat oral LD50 is 5.40, given as -log10 of the dose in mol/kg body weight (higher means more acutely toxic). (2) The molecule is CCOC(=O)C1(c2ccccc2)CCN(CCOCC2CCCO2)CC1. The rat oral LD50 is 3.43, given as -log10 of the dose in mol/kg body weight (higher means more acutely toxic). (3) The compound is CC(CC(=O)OC(C)(C)C)=NNc1ccc(N2CCOCC2)nn1. The rat oral LD50 is 2.54, given as -log10 of the dose in mol/kg body weight (higher means more acutely toxic). (4) The compound is C=CCNC(=O)NS(=O)(=O)c1ccc(Cl)cc1. The rat oral LD50 is 2.14, given as -log10 of the dose in mol/kg body weight (higher means more acutely toxic). (5) The compound is Cc1cc(C(=O)c2ccccc2)ccc1N. The rat oral LD50 is 2.48, given as -log10 of the dose in mol/kg body weight (higher means more acutely toxic). (6) The molecule is CC(C)CCCCCOC(=O)C(C)Oc1cc(Cl)c(Cl)cc1Cl. The rat oral LD50 is 2.98, given as -log10 of the dose in mol/kg body weight (higher means more acutely toxic). (7) The compound is CC(C)=CC1C(C(=O)OCc2coc(Cc3ccccc3)c2)C1(C)C. The rat oral LD50 is 2.44, given as -log10 of the dose in mol/kg body weight (higher means more acutely toxic). (8) The rat oral LD50 is 3.39, given as -log10 of the dose in mol/kg body weight (higher means more acutely toxic). The drug is NP(=S)(N1CC1)N1CC1.